From a dataset of Buchwald-Hartwig C-N cross coupling reaction yields with 55,370 reactions. Predict the reaction yield, written as a fraction of the theoretical maximum amount of product (1.0 means a 100% yield; for example, 0.34 means a 34% yield). (1) The reactants are CCc1ccc(Cl)cc1.Cc1ccc(N)cc1.O=S(=O)(O[Pd]1c2ccccc2-c2ccccc2N~1)C(F)(F)F.CC(C)c1cc(C(C)C)c(-c2ccccc2P(C2CCCCC2)C2CCCCC2)c(C(C)C)c1.CN(C)C(=NC(C)(C)C)N(C)C.c1ccc(-c2ccno2)cc1. No catalyst specified. The product is CCc1ccc(Nc2ccc(C)cc2)cc1. The yield is 0.0285. (2) The reactants are Ic1ccccn1.Cc1ccc(N)cc1.O=S(=O)(O[Pd]1c2ccccc2-c2ccccc2N~1)C(F)(F)F.CC(C)c1cc(C(C)C)c(-c2ccccc2P(C2CCCCC2)C2CCCCC2)c(C(C)C)c1.CN1CCCN2CCCN=C12.CCOC(=O)c1cc(C)no1. No catalyst specified. The product is Cc1ccc(Nc2ccccn2)cc1. The yield is 0.706. (3) The reactants are Clc1cccnc1.Cc1ccc(N)cc1.O=S(=O)(O[Pd]1c2ccccc2-c2ccccc2N~1)C(F)(F)F.CC(C)c1cc(C(C)C)c(-c2ccccc2P(C2CCCCC2)C2CCCCC2)c(C(C)C)c1.CN1CCCN2CCCN=C12.c1ccc(CN(Cc2ccccc2)c2ccno2)cc1. No catalyst specified. The product is Cc1ccc(Nc2cccnc2)cc1. The yield is 0. (4) The yield is 0. No catalyst specified. The reactants are COc1ccc(Cl)cc1.Cc1ccc(N)cc1.O=S(=O)(O[Pd]1c2ccccc2-c2ccccc2N~1)C(F)(F)F.CC(C)c1cc(C(C)C)c(-c2ccccc2P(C(C)(C)C)C(C)(C)C)c(C(C)C)c1.CN(C)C(=NC(C)(C)C)N(C)C.COC(=O)c1cc(-c2ccco2)on1. The product is COc1ccc(Nc2ccc(C)cc2)cc1. (5) The reactants are Ic1ccccn1.Cc1ccc(N)cc1.O=S(=O)(O[Pd]1c2ccccc2-c2ccccc2N~1)C(F)(F)F.COc1ccc(OC)c(P(C(C)(C)C)C(C)(C)C)c1-c1c(C(C)C)cc(C(C)C)cc1C(C)C.CCN=P(N=P(N(C)C)(N(C)C)N(C)C)(N(C)C)N(C)C.c1ccc(CN(Cc2ccccc2)c2ccon2)cc1. No catalyst specified. The product is Cc1ccc(Nc2ccccn2)cc1. The yield is 0.793. (6) The reactants are COc1ccc(I)cc1.Cc1ccc(N)cc1.O=S(=O)(O[Pd]1c2ccccc2-c2ccccc2N~1)C(F)(F)F.COc1ccc(OC)c(P([C@]23C[C@H]4C[C@H](C[C@H](C4)C2)C3)[C@]23C[C@H]4C[C@H](C[C@H](C4)C2)C3)c1-c1c(C(C)C)cc(C(C)C)cc1C(C)C.CCN=P(N=P(N(C)C)(N(C)C)N(C)C)(N(C)C)N(C)C.Cc1cc(C)on1. No catalyst specified. The product is COc1ccc(Nc2ccc(C)cc2)cc1. The yield is 0.469. (7) The reactants are FC(F)(F)c1ccc(Br)cc1.Cc1ccc(N)cc1.O=S(=O)(O[Pd]1c2ccccc2-c2ccccc2N~1)C(F)(F)F.CC(C)c1cc(C(C)C)c(-c2ccccc2P(C(C)(C)C)C(C)(C)C)c(C(C)C)c1.CCN=P(N=P(N(C)C)(N(C)C)N(C)C)(N(C)C)N(C)C.Fc1cccc(F)c1-c1ccno1. No catalyst specified. The product is Cc1ccc(Nc2ccc(C(F)(F)F)cc2)cc1. The yield is 0.168.